Dataset: Peptide-MHC class II binding affinity with 134,281 pairs from IEDB. Task: Regression. Given a peptide amino acid sequence and an MHC pseudo amino acid sequence, predict their binding affinity value. This is MHC class II binding data. The peptide sequence is DVKFPGGGQIVGGVY. The MHC is HLA-DPA10103-DPB10301 with pseudo-sequence HLA-DPA10103-DPB10301. The binding affinity (normalized) is 0.0668.